From a dataset of Forward reaction prediction with 1.9M reactions from USPTO patents (1976-2016). Predict the product of the given reaction. (1) Given the reactants [Cl:1][C:2]1[CH:3]=[C:4]2[C:9](=[CH:10][CH:11]=1)[CH:8]=[C:7]([S:12]([CH2:15][CH2:16][C:17]([N:19]([CH2:33][CH2:34][C:35]([O:37][CH2:38][CH3:39])=[O:36])[CH:20]1[CH2:25][CH2:24][N:23](C(OC(C)(C)C)=O)[CH2:22][CH2:21]1)=[O:18])(=[O:14])=[O:13])[CH:6]=[CH:5]2.FC(F)(F)C(O)=O.Cl.Br[C:49]1[CH:54]=[CH:53][N:52]=[CH:51][CH:50]=1.C(N(C(C)C)CC)(C)C, predict the reaction product. The product is: [Cl:1][C:2]1[CH:3]=[C:4]2[C:9](=[CH:10][CH:11]=1)[CH:8]=[C:7]([S:12]([CH2:15][CH2:16][C:17]([N:19]([CH2:33][CH2:34][C:35]([O:37][CH2:38][CH3:39])=[O:36])[CH:20]1[CH2:25][CH2:24][N:23]([C:49]3[CH:54]=[CH:53][N:52]=[CH:51][CH:50]=3)[CH2:22][CH2:21]1)=[O:18])(=[O:14])=[O:13])[CH:6]=[CH:5]2. (2) Given the reactants Br[C:2]1[CH:7]=[CH:6][N:5]=[C:4]([O:8][CH2:9][CH:10]2[CH2:12][CH2:11]2)[CH:3]=1.[CH3:13][C:14]1([CH3:30])[C:18]([CH3:20])([CH3:19])[O:17][B:16]([B:16]2[O:17][C:18]([CH3:20])([CH3:19])[C:14]([CH3:30])([CH3:13])[O:15]2)[O:15]1.C([O-])(=O)C.[K+], predict the reaction product. The product is: [CH:10]1([CH2:9][O:8][C:4]2[CH:3]=[C:2]([B:16]3[O:17][C:18]([CH3:20])([CH3:19])[C:14]([CH3:30])([CH3:13])[O:15]3)[CH:7]=[CH:6][N:5]=2)[CH2:12][CH2:11]1.